This data is from Reaction yield outcomes from USPTO patents with 853,638 reactions. The task is: Predict the reaction yield, written as a fraction of the theoretical maximum amount of product (1.0 means a 100% yield; for example, 0.34 means a 34% yield). (1) The reactants are O1CCCC1.[C:6]1([S:12][C:13]2[N:18]=[CH:17][C:16]([CH2:19][C:20](Cl)=[N:21][OH:22])=[CH:15][CH:14]=2)[CH:11]=[CH:10][CH:9]=[CH:8][CH:7]=1.[C:24]([C:26]1[C:27]([NH2:33])=[N:28][C:29]([NH2:32])=[CH:30][CH:31]=1)#[CH:25].C(N(CC)CC)C. The catalyst is O. The product is [C:6]1([S:12][C:13]2[N:18]=[CH:17][C:16]([CH2:19][C:20]3[CH:25]=[C:24]([C:26]4[C:27]([NH2:33])=[N:28][C:29]([NH2:32])=[CH:30][CH:31]=4)[O:22][N:21]=3)=[CH:15][CH:14]=2)[CH:11]=[CH:10][CH:9]=[CH:8][CH:7]=1. The yield is 0.580. (2) The reactants are C(O[C:6](=[O:31])[NH:7][C:8]1[C:9]([CH3:30])=[C:10]([C:18](O)([C:20]2[CH:25]=[CH:24][C:23]([CH:26]([CH3:28])[CH3:27])=[CH:22][CH:21]=2)[CH3:19])[C:11]2[O:15][CH2:14][CH2:13][C:12]=2[C:16]=1[CH3:17])(C)(C)C.[C:32]([CH2:36]C(Cl)=O)([CH3:35])([CH3:34])[CH3:33]. The catalyst is C(OCC)(=O)C.CCCCCC. The product is [CH:26]([C:23]1[CH:24]=[CH:25][C:20]([CH:18]([C:10]2[C:11]3[O:15][CH2:14][CH2:13][C:12]=3[C:16]([CH3:17])=[C:8]([NH:7][C:6](=[O:31])[CH2:33][C:32]([CH3:36])([CH3:35])[CH3:34])[C:9]=2[CH3:30])[CH3:19])=[CH:21][CH:22]=1)([CH3:27])[CH3:28]. The yield is 0.610. (3) The reactants are [NH2:1][C:2]1[CH:10]=[CH:9][CH:8]=[C:7]([O:11][CH3:12])[C:3]=1[C:4]([OH:6])=O.[CH2:13]([NH2:20])[C:14]1[CH:19]=[CH:18][CH:17]=[CH:16][CH:15]=1.C(N(C(C)C)CC)(C)C.[Cl-].ClC1N(C)CC[NH+]1C. The product is [NH2:1][C:2]1[CH:10]=[CH:9][CH:8]=[C:7]([O:11][CH3:12])[C:3]=1[C:4]([NH:20][CH2:13][C:14]1[CH:19]=[CH:18][CH:17]=[CH:16][CH:15]=1)=[O:6]. The catalyst is ClCCl.O. The yield is 0.460. (4) The reactants are [CH2:1]([O:3][C:4]([C:6]1[C:7]([CH3:18])=[C:8]2[C:13]([Cl:14])=[C:12]([C:15]#[N:16])[CH:11]=[N:10][N:9]2[CH:17]=1)=[O:5])[CH3:2].C1C(=O)N([Br:26])C(=O)C1. The catalyst is C(Cl)(Cl)(Cl)Cl.C(OOC(=O)C1C=CC=CC=1)(=O)C1C=CC=CC=1. The product is [CH2:1]([O:3][C:4]([C:6]1[C:7]([CH2:18][Br:26])=[C:8]2[C:13]([Cl:14])=[C:12]([C:15]#[N:16])[CH:11]=[N:10][N:9]2[CH:17]=1)=[O:5])[CH3:2]. The yield is 0.990. (5) The reactants are C([Sn](CCCC)(CCCC)[C:6]1[CH:11]=[CH:10][C:9]([C:12]([F:15])([F:14])[F:13])=[CH:8][N:7]=1)CCC.Cl[C:25]1[N:30]=[CH:29][N:28]=[C:27]([C:31]([O:33][CH2:34][CH3:35])=[O:32])[CH:26]=1.CCOC(C)=O. The catalyst is CN(C=O)C.Cl[Pd](Cl)([P](C1C=CC=CC=1)(C1C=CC=CC=1)C1C=CC=CC=1)[P](C1C=CC=CC=1)(C1C=CC=CC=1)C1C=CC=CC=1.[Cu]I. The product is [F:15][C:12]([F:13])([F:14])[C:9]1[CH:10]=[CH:11][C:6]([C:25]2[N:30]=[CH:29][N:28]=[C:27]([C:31]([O:33][CH2:34][CH3:35])=[O:32])[CH:26]=2)=[N:7][CH:8]=1. The yield is 0.210.